Dataset: Forward reaction prediction with 1.9M reactions from USPTO patents (1976-2016). Task: Predict the product of the given reaction. (1) Given the reactants O[C:2]1[C:11]([NH:12][C:13](=[O:20])[C:14]2[CH:19]=[CH:18][CH:17]=[N:16][CH:15]=2)=[CH:10][CH:9]=[CH:8][C:3]=1[C:4]([O:6][CH3:7])=[O:5].CC1C=CC(S(O)(=O)=O)=CC=1, predict the reaction product. The product is: [N:16]1[CH:17]=[CH:18][CH:19]=[C:14]([C:13]2[O:20][C:2]3[C:3]([C:4]([O:6][CH3:7])=[O:5])=[CH:8][CH:9]=[CH:10][C:11]=3[N:12]=2)[CH:15]=1. (2) Given the reactants P([O-])([O-])([O-])=O.[Cl:6][C:7]1[CH:8]=[C:9]([C:14]2[N:15]=[C:16]([NH:19][C:20](=[O:35])[CH2:21][N:22]3[C:30]4[C:29](=[O:31])[N:28]([CH3:32])[C:27](=[O:33])[N:26]([CH3:34])[C:25]=4[N:24]=[CH:23]3)[S:17][CH:18]=2)[CH:10]=[CH:11][C:12]=1[Cl:13].[P:36]([O:48][CH2:49]I)([O:43][C:44]([CH3:47])([CH3:46])[CH3:45])([O:38][C:39]([CH3:42])([CH3:41])[CH3:40])=[O:37].[H-].[Na+], predict the reaction product. The product is: [P:36]([O:48][CH2:49][N:15]1[C:14]([C:9]2[CH:10]=[CH:11][C:12]([Cl:13])=[C:7]([Cl:6])[CH:8]=2)=[CH:18][S:17][C:16]1=[N:19][C:20](=[O:35])[CH2:21][N:22]1[C:30]2[C:29](=[O:31])[N:28]([CH3:32])[C:27](=[O:33])[N:26]([CH3:34])[C:25]=2[N:24]=[CH:23]1)([O:38][C:39]([CH3:42])([CH3:41])[CH3:40])([O:43][C:44]([CH3:45])([CH3:46])[CH3:47])=[O:37]. (3) Given the reactants [Cl:1][CH2:2][CH2:3][S:4][C:5]1[CH:13]=[CH:12][C:8]([C:9](Cl)=[O:10])=[CH:7][C:6]=1[N+:14]([O-:16])=[O:15].C(N(CC)CC)C.[CH3:24][OH:25], predict the reaction product. The product is: [Cl:1][CH2:2][CH2:3][S:4][C:5]1[CH:13]=[CH:12][C:8]([C:9]([O:25][CH3:24])=[O:10])=[CH:7][C:6]=1[N+:14]([O-:16])=[O:15]. (4) Given the reactants [NH2:1][C:2]1[CH:3]=[C:4]([C:9]2[CH:15]=[CH:14][C:12]([NH2:13])=[C:11]([NH2:16])[CH:10]=2)[CH:5]=[CH:6][C:7]=1[NH2:8].[CH3:17][N:18]([CH3:36])[C:19]1[CH:24]=[CH:23][C:22]([NH:25][C:26]([C:28]2[CH:35]=[CH:34][C:31]([CH:32]=O)=[CH:30][CH:29]=2)=[O:27])=[CH:21][CH:20]=1, predict the reaction product. The product is: [NH:8]1[C:7]2[CH:6]=[CH:5][C:4]([C:9]3[CH:15]=[CH:14][C:12]4[N:13]=[C:32]([C:31]5[CH:34]=[CH:35][C:28]([C:26]([NH:25][C:22]6[CH:23]=[CH:24][C:19]([N:18]([CH3:36])[CH3:17])=[CH:20][CH:21]=6)=[O:27])=[CH:29][CH:30]=5)[NH:16][C:11]=4[CH:10]=3)=[CH:3][C:2]=2[N:1]=[C:32]1[C:31]1[CH:30]=[CH:29][C:28]([C:26]([NH:25][C:22]2[CH:23]=[CH:24][C:19]([N:18]([CH3:17])[CH3:36])=[CH:20][CH:21]=2)=[O:27])=[CH:35][CH:34]=1.